Task: Predict the product of the given reaction.. Dataset: Forward reaction prediction with 1.9M reactions from USPTO patents (1976-2016) (1) Given the reactants [F:1][C:2]1[CH:7]=[CH:6][CH:5]=[CH:4][C:3]=1[C@:8]12[CH2:16][O:15][C@H:14]([C:17]([F:20])([F:19])[F:18])[C@H:13]1[CH2:12][S:11][C:10]([NH2:21])=[N:9]2.FC(F)(F)C(O)=O.S(=O)(=O)(O)O.[N+:34]([O-])([OH:36])=[O:35].[OH-].[Na+].[ClH:40], predict the reaction product. The product is: [ClH:40].[F:1][C:2]1[CH:7]=[CH:6][C:5]([N+:34]([O-:36])=[O:35])=[CH:4][C:3]=1[C@:8]12[CH2:16][O:15][C@H:14]([C:17]([F:18])([F:19])[F:20])[C@H:13]1[CH2:12][S:11][C:10]([NH2:21])=[N:9]2. (2) Given the reactants Br[C:2]1[C:3]([F:12])=[C:4]([CH2:10][OH:11])[CH:5]=[CH:6][C:7]=1[O:8][CH3:9].[Cl:13][C:14]1[CH:15]=[C:16](B(O)O)[CH:17]=[CH:18][CH:19]=1.C([O-])([O-])=O.[Na+].[Na+].C1(C)C=CC=CC=1, predict the reaction product. The product is: [Cl:13][C:14]1[CH:19]=[C:18]([C:2]2[C:7]([O:8][CH3:9])=[CH:6][CH:5]=[C:4]([CH2:10][OH:11])[C:3]=2[F:12])[CH:17]=[CH:16][CH:15]=1. (3) Given the reactants [CH:1]1([C:6]([C:8]2[CH:13]=[C:12]([CH3:14])[CH:11]=[CH:10][C:9]=2[NH:15][C:16](=[O:30])[NH:17][C:18]2[S:19][CH:20]=[C:21]([CH2:23][CH2:24]OS(C)(=O)=O)[N:22]=2)=[O:7])[CH2:5][CH2:4][CH2:3][CH2:2]1.[CH3:31][N:32]1[CH:36]=[CH:35][N:34]=[C:33]1[SH:37], predict the reaction product. The product is: [CH:1]1([C:6]([C:8]2[CH:13]=[C:12]([CH3:14])[CH:11]=[CH:10][C:9]=2[NH:15][C:16]([NH:17][C:18]2[S:19][CH:20]=[C:21]([CH2:23][CH2:24][S:37][C:33]3[N:32]([CH3:31])[CH:36]=[CH:35][N:34]=3)[N:22]=2)=[O:30])=[O:7])[CH2:2][CH2:3][CH2:4][CH2:5]1. (4) Given the reactants [Cl:1][C:2]1[CH:11]=[CH:10][C:9](I)=[CH:8][C:3]=1[C:4]([O:6][CH3:7])=[O:5].C(=O)([O-])[O-].[Cs+].[Cs+].[CH3:19][N:20]([CH3:27])[CH:21]1[CH2:26][CH2:25][NH:24][CH2:23][CH2:22]1, predict the reaction product. The product is: [Cl:1][C:2]1[CH:11]=[CH:10][C:9]([N:24]2[CH2:25][CH2:26][CH:21]([N:20]([CH3:27])[CH3:19])[CH2:22][CH2:23]2)=[CH:8][C:3]=1[C:4]([O:6][CH3:7])=[O:5]. (5) Given the reactants [NH2:1][C:2]1[CH:7]=[CH:6][C:5]([C:8]2[O:9][C:10]3[C:15]([C:16](=[O:18])[CH:17]=2)=[C:14]([OH:19])[CH:13]=[C:12]([OH:20])[C:11]=3[C@@H:21]2[CH2:25][CH2:24][N:23]([CH3:26])[C@H:22]2[CH2:27][OH:28])=[C:4]([Cl:29])[CH:3]=1.Cl, predict the reaction product. The product is: [ClH:29].[NH2:1][C:2]1[CH:7]=[CH:6][C:5]([C:8]2[O:9][C:10]3[C:15]([C:16](=[O:18])[CH:17]=2)=[C:14]([OH:19])[CH:13]=[C:12]([OH:20])[C:11]=3[C@@H:21]2[CH2:25][CH2:24][N:23]([CH3:26])[C@H:22]2[CH2:27][OH:28])=[C:4]([Cl:29])[CH:3]=1. (6) Given the reactants [CH3:1][C:2]1[NH:3][C:4](=[O:23])[N:5]([C:16]2[CH:17]=[C:18]([CH3:22])[CH:19]=[CH:20][CH:21]=2)[C:6]=1[C:7]1[CH:8]=[CH:9][C:10]2[N:11]([N:13]=[CH:14][N:15]=2)[CH:12]=1.CN(C)C=O.CC(C)([O-])C.[K+].[CH3:35][O:36][C:37]1[CH:38]=[C:39]([CH:42]=[CH:43][CH:44]=1)[CH2:40]Br, predict the reaction product. The product is: [N:15]1[CH:14]=[N:13][N:11]2[CH:12]=[C:7]([C:6]3[N:5]([C:16]4[CH:17]=[C:18]([CH3:22])[CH:19]=[CH:20][CH:21]=4)[C:4](=[O:23])[N:3]([CH2:40][C:39]4[CH:42]=[CH:43][CH:44]=[C:37]([O:36][CH3:35])[CH:38]=4)[C:2]=3[CH3:1])[CH:8]=[CH:9][C:10]=12. (7) Given the reactants [C:1]([C:5]1[CH:13]=[CH:12][C:8]([C:9](Cl)=[O:10])=[CH:7][CH:6]=1)([CH3:4])([CH3:3])[CH3:2].CN1CCN(C)C1=O.[CH3:22][C:23]([C:25]1[CH:30]=[CH:29][C:28]([O:31][CH3:32])=[CH:27][CH:26]=1)=[O:24].C(N(CC)CC)C, predict the reaction product. The product is: [C:1]([C:5]1[CH:13]=[CH:12][C:8]([C:9]([O:24][C:23]([C:25]2[CH:30]=[CH:29][C:28]([O:31][CH3:32])=[CH:27][CH:26]=2)=[CH2:22])=[O:10])=[CH:7][CH:6]=1)([CH3:4])([CH3:3])[CH3:2].